This data is from Full USPTO retrosynthesis dataset with 1.9M reactions from patents (1976-2016). The task is: Predict the reactants needed to synthesize the given product. (1) Given the product [Br:1][C:2]1[CH:7]=[C:6]([CH3:8])[C:5]([O:15][CH2:12][CH2:19][CH2:20][CH2:21][CH2:22][CH2:23][CH2:24][CH3:25])=[C:4]([O:9][CH3:10])[CH:3]=1, predict the reactants needed to synthesize it. The reactants are: [Br:1][C:2]1[CH:7]=[C:6]([CH3:8])[CH:5]=[C:4]([O:9][CH3:10])[C:3]=1O.[C:12]([O-:15])([O-])=O.[K+].[K+].I[CH2:19][CH2:20][CH2:21][CH2:22][CH2:23][CH2:24][CH2:25]C. (2) Given the product [CH3:31][S:32][CH2:2][C:3]1[C:4]([C:25]2[CH:30]=[CH:29][CH:28]=[CH:27][CH:26]=2)=[N:5][C:6]2[C:11]([C:12]=1[C:13]([NH:15][C@H:12]([C:11]1[CH:6]=[CH:7][CH:8]=[CH:9][CH:10]=1)[CH2:3][CH3:2])=[O:14])=[CH:10][CH:9]=[CH:8][CH:7]=2, predict the reactants needed to synthesize it. The reactants are: Br[CH2:2][C:3]1[C:4]([C:25]2[CH:30]=[CH:29][CH:28]=[CH:27][CH:26]=2)=[N:5][C:6]2[C:11]([C:12]=1[C:13]([NH2:15])=[O:14])=[C:10]([C@H](C1C=CC=CC=1)CC)[CH:9]=[CH:8][CH:7]=2.[CH3:31][S-:32].[Na+]. (3) The reactants are: [Cl:1][C:2]1[CH:3]=[C:4]([CH:10]=[C:11]([O:13][C:14]2[CH:19]=[C:18]([C:20]#[N:21])[CH:17]=[C:16]([Cl:22])[CH:15]=2)[CH:12]=1)[O:5][CH2:6][C:7](Cl)=[O:8].[CH3:23][N:24]([CH3:37])[S:25]([C:28]1[CH:29]=[C:30]2[C:34](=[CH:35][CH:36]=1)[NH:33][CH2:32][CH2:31]2)(=[O:27])=[O:26]. Given the product [Cl:1][C:2]1[CH:3]=[C:4]([CH:10]=[C:11]([O:13][C:14]2[CH:19]=[C:18]([C:20]#[N:21])[CH:17]=[C:16]([Cl:22])[CH:15]=2)[CH:12]=1)[O:5][CH2:6][C:7]([N:33]1[C:34]2[C:30](=[CH:29][C:28]([S:25]([N:24]([CH3:37])[CH3:23])(=[O:26])=[O:27])=[CH:36][CH:35]=2)[CH2:31][CH2:32]1)=[O:8], predict the reactants needed to synthesize it. (4) Given the product [CH3:18][N:19]1[CH2:23][CH2:22][CH:21]([O:11][CH:10]([C:12]2[CH:17]=[CH:16][CH:15]=[CH:14][CH:13]=2)[C:2]2[NH:3][C:4]3[CH:9]=[CH:8][CH:7]=[CH:6][C:5]=3[N:1]=2)[CH2:20]1, predict the reactants needed to synthesize it. The reactants are: [NH:1]1[C:5]2[CH:6]=[CH:7][CH:8]=[CH:9][C:4]=2[N:3]=[C:2]1[CH:10]([C:12]1[CH:17]=[CH:16][CH:15]=[CH:14][CH:13]=1)[OH:11].[CH3:18][N:19]1[CH2:23][CH2:22][CH:21](O)[CH2:20]1.O.[Na]. (5) Given the product [CH3:24][O:25][C:26]1[CH:27]=[CH:28][C:29]2[N:30]([N:36]=[C:37]([C:51]3[CH:56]=[CH:55][CH:54]=[CH:53][CH:52]=3)[C:38]=2[CH2:39][C:40]2[CH:41]=[CH:42][C:43]([CH3:50])=[C:44]([CH:49]=2)[C:45]([O:47][CH3:48])=[O:46])[CH:31]=1, predict the reactants needed to synthesize it. The reactants are: [F-].C([N+](CCCC)(CCCC)CCCC)CCC.O1CCCC1.[CH3:24][O:25][C:26]1[CH:27]=[CH:28][C:29]2[N:30]([N:36]=[C:37]([C:51]3[CH:56]=[CH:55][CH:54]=[CH:53][CH:52]=3)[C:38]=2[CH2:39][C:40]2[CH:41]=[CH:42][C:43]([CH3:50])=[C:44]([CH:49]=2)[C:45]([O:47][CH3:48])=[O:46])[C:31]=1[Si](C)(C)C.[Cl-].[NH4+].